This data is from Catalyst prediction with 721,799 reactions and 888 catalyst types from USPTO. The task is: Predict which catalyst facilitates the given reaction. (1) Reactant: Cl[C:2]1[CH:9]=[CH:8][C:5]([CH:6]=[O:7])=[CH:4][C:3]=1[N+:10]([O-:12])=[O:11].[C:13]([O:17][C:18](=[O:27])[NH:19][C:20]1[CH:25]=[CH:24][C:23]([OH:26])=[CH:22][CH:21]=1)([CH3:16])([CH3:15])[CH3:14].[OH-].[K+]. Product: [C:13]([O:17][C:18](=[O:27])[NH:19][C:20]1[CH:21]=[CH:22][C:23]([O:26][C:2]2[CH:9]=[CH:8][C:5]([CH:6]=[O:7])=[CH:4][C:3]=2[N+:10]([O-:12])=[O:11])=[CH:24][CH:25]=1)([CH3:16])([CH3:14])[CH3:15]. The catalyst class is: 16. (2) Reactant: [CH:1]1([N:5]2[CH2:10][CH2:9][N:8]([C:11]([C:13]3[CH:14]=[C:15]4[C:19](=[CH:20][CH:21]=3)[NH:18][C:17]([C:22]([N:24]3[CH2:29][CH2:28][C:27]([F:31])([F:30])[CH2:26][CH2:25]3)=[O:23])=[CH:16]4)=[O:12])[CH2:7][CH2:6]2)[CH2:4][CH2:3][CH2:2]1.[O:32]1[CH2:37][CH2:36][N:35]([C:38]2[CH:43]=[CH:42][C:41](B(O)O)=[CH:40][N:39]=2)[CH2:34][CH2:33]1.N1C=CC=CC=1. Product: [CH:1]1([N:5]2[CH2:6][CH2:7][N:8]([C:11]([C:13]3[CH:14]=[C:15]4[C:19](=[CH:20][CH:21]=3)[N:18]([C:41]3[CH:40]=[N:39][C:38]([N:35]5[CH2:34][CH2:33][O:32][CH2:37][CH2:36]5)=[CH:43][CH:42]=3)[C:17]([C:22]([N:24]3[CH2:25][CH2:26][C:27]([F:30])([F:31])[CH2:28][CH2:29]3)=[O:23])=[CH:16]4)=[O:12])[CH2:9][CH2:10]2)[CH2:2][CH2:3][CH2:4]1. The catalyst class is: 221. (3) Reactant: Cl.CN(C)CCCN=C=NCC.[C:13]([O:17][C:18]([NH:20][CH:21]([CH2:25][NH:26][C:27]1[CH:32]=[CH:31][CH:30]=[CH:29][C:28]=1[NH2:33])[C:22](O)=[O:23])=[O:19])([CH3:16])([CH3:15])[CH3:14].C(OCC)(=O)C. Product: [C:13]([O:17][C:18]([NH:20][C@@H:21]1[C:22](=[O:23])[NH:33][C:28]2[CH:29]=[CH:30][CH:31]=[CH:32][C:27]=2[NH:26][CH2:25]1)=[O:19])([CH3:16])([CH3:15])[CH3:14]. The catalyst class is: 9. (4) Reactant: [C:1]([C:5]1[CH:9]=[C:8]([O:10]CC2C=CC(C(OC)=O)=CC=2)[N:7]([CH2:22][C:23]2[CH:32]=[CH:31][C:26]([C:27]([O:29][CH3:30])=[O:28])=[CH:25][CH:24]=2)[N:6]=1)([CH3:4])([CH3:3])[CH3:2]. Product: [C:1]([C:5]1[CH:9]=[C:8]([OH:10])[N:7]([CH2:22][C:23]2[CH:24]=[CH:25][C:26]([C:27]([O:29][CH3:30])=[O:28])=[CH:31][CH:32]=2)[N:6]=1)([CH3:4])([CH3:2])[CH3:3]. The catalyst class is: 481.